Predict the reaction yield, written as a fraction of the theoretical maximum amount of product (1.0 means a 100% yield; for example, 0.34 means a 34% yield). From a dataset of Reaction yield outcomes from USPTO patents with 853,638 reactions. (1) The product is [CH2:1]([N:3]1[C:4]2[CH:8]=[C:7]([C:9]3[CH:14]=[CH:13][N:12]=[CH:11][CH:10]=3)[S:6][C:5]=2[C:15](=[O:16])[NH:17][C:21]21[CH2:22][CH2:23][O:18][CH2:19][CH2:20]2)[CH3:2]. The reactants are [CH2:1]([NH:3][C:4]1[CH:8]=[C:7]([C:9]2[CH:14]=[CH:13][N:12]=[CH:11][CH:10]=2)[S:6][C:5]=1[C:15]([NH2:17])=[O:16])[CH3:2].[O:18]1[CH2:23][CH2:22][C:21](=O)[CH2:20][CH2:19]1.O.C1(C)C=CC(S(O)(=O)=O)=CC=1.C(=O)([O-])O.[Na+]. The catalyst is C(O)(=O)C. The yield is 0.540. (2) The reactants are [C:1]([OH:10])(=[O:9])[C@@H:2]([C@H:4]([C:6]([OH:8])=[O:7])[OH:5])[OH:3].[CH2:11]1[NH:16][CH2:15][C@@H:14]([OH:17])[C@H:13]([OH:18])[C@H:12]1[CH2:19][OH:20]. The yield is 0.910. The catalyst is O. The product is [CH2:11]1[NH:16][CH2:15][C@@H:14]([OH:17])[C@H:13]([OH:18])[C@H:12]1[CH2:19][OH:20].[C:6]([C@@H:4]([C@H:2]([C:1]([O-:10])=[O:9])[OH:3])[OH:5])([O-:8])=[O:7].